Dataset: Forward reaction prediction with 1.9M reactions from USPTO patents (1976-2016). Task: Predict the product of the given reaction. Given the reactants [CH3:1][O:2][C:3]1[C:8]2=[CH:9][CH:10]=[C:11]3[C:20]([N:19]=[C:18]4[C:13]([CH:14]=[CH:15][CH:16]=[C:17]4[C:21]([OH:23])=O)=[N:12]3)=[C:7]2[CH:6]=[CH:5][N:4]=1.[NH2:24][C@@H:25]([CH2:28][N:29]([CH3:31])[CH3:30])[CH2:26][OH:27], predict the reaction product. The product is: [CH3:30][N:29]([CH3:31])[CH2:28][C@H:25]([NH:24][C:21]([C:17]1[C:18]2[C:13](=[N:12][C:11]3[C:20]([N:19]=2)=[C:7]2[CH:6]=[CH:5][N:4]=[C:3]([O:2][CH3:1])[C:8]2=[CH:9][CH:10]=3)[CH:14]=[CH:15][CH:16]=1)=[O:23])[CH2:26][OH:27].